Dataset: Catalyst prediction with 721,799 reactions and 888 catalyst types from USPTO. Task: Predict which catalyst facilitates the given reaction. The catalyst class is: 7. Product: [CH2:3]([O:7][C:9]1[CH:14]=[C:13]([O:15][CH:16]([CH3:20])[CH:17]([CH3:19])[CH3:18])[N:12]=[CH:11][N:10]=1)[C:4]#[C:5][CH3:6]. Reactant: [H-].[Na+].[CH2:3]([OH:7])[C:4]#[C:5][CH3:6].Cl[C:9]1[CH:14]=[C:13]([O:15][CH:16]([CH3:20])[CH:17]([CH3:19])[CH3:18])[N:12]=[CH:11][N:10]=1.[Cl-].[NH4+].